From a dataset of Catalyst prediction with 721,799 reactions and 888 catalyst types from USPTO. Predict which catalyst facilitates the given reaction. Reactant: O[CH2:2][C:3]1[N:4]=[C:5]2[C:10]([N:11]3[CH2:16][CH2:15][O:14][CH2:13][CH2:12]3)=[N:9][CH:8]=[C:7]([C:17]3[CH:18]=[CH:19][C:20]([C:23]#[N:24])=[N:21][CH:22]=3)[N:6]2[CH:25]=1.CCN(C(C)C)C(C)C.CS(Cl)(=O)=O.[N:40]1[C:49]2[C:44](=[CH:45][CH:46]=[CH:47][CH:48]=2)[CH:43]=[CH:42][C:41]=1[SH:50].C([O-])([O-])=O.[K+].[K+]. Product: [O:14]1[CH2:15][CH2:16][N:11]([C:10]2[C:5]3[N:6]([CH:25]=[C:3]([CH2:2][S:50][C:41]4[CH:42]=[CH:43][C:44]5[C:49](=[CH:48][CH:47]=[CH:46][CH:45]=5)[N:40]=4)[N:4]=3)[C:7]([C:17]3[CH:18]=[CH:19][C:20]([C:23]#[N:24])=[N:21][CH:22]=3)=[CH:8][N:9]=2)[CH2:12][CH2:13]1. The catalyst class is: 2.